From a dataset of Forward reaction prediction with 1.9M reactions from USPTO patents (1976-2016). Predict the product of the given reaction. The product is: [F:10][C:11]1[CH:12]=[C:13]([N+:6]([O-:9])=[O:7])[C:14]([OH:17])=[N:15][CH:16]=1. Given the reactants S(=O)(=O)(O)O.[N+:6]([O-:9])(O)=[O:7].[F:10][C:11]1[CH:12]=[CH:13][C:14]([OH:17])=[N:15][CH:16]=1, predict the reaction product.